This data is from Peptide-MHC class II binding affinity with 134,281 pairs from IEDB. The task is: Regression. Given a peptide amino acid sequence and an MHC pseudo amino acid sequence, predict their binding affinity value. This is MHC class II binding data. The peptide sequence is AFKVAATAANLAPAN. The MHC is DRB1_0401 with pseudo-sequence DRB1_0401. The binding affinity (normalized) is 0.175.